This data is from Forward reaction prediction with 1.9M reactions from USPTO patents (1976-2016). The task is: Predict the product of the given reaction. (1) Given the reactants [O:1]1[CH2:5][CH2:4][O:3][CH:2]1[C:6]1[CH:7]=[C:8]2[C:12](=[CH:13][CH:14]=1)[N:11]([CH2:15][O:16][CH2:17][CH2:18][Si:19]([CH3:22])([CH3:21])[CH3:20])[N:10]=[C:9]2I.[C:24]1([S:30]([O-:32])=[O:31])[CH:29]=[CH:28][CH:27]=[CH:26][CH:25]=1.[Na+], predict the reaction product. The product is: [O:1]1[CH2:5][CH2:4][O:3][CH:2]1[C:6]1[CH:7]=[C:8]2[C:12](=[CH:13][CH:14]=1)[N:11]([CH2:15][O:16][CH2:17][CH2:18][Si:19]([CH3:22])([CH3:21])[CH3:20])[N:10]=[C:9]2[S:30]([C:24]1[CH:29]=[CH:28][CH:27]=[CH:26][CH:25]=1)(=[O:32])=[O:31]. (2) The product is: [CH:26]1([CH:30]([CH:20]2[CH2:25][CH2:24][CH2:23][CH2:22][CH2:21]2)[CH2:9][CH2:8][CH2:7][CH2:6][BH2:12])[CH2:3][CH2:2][CH2:1][CH2:28][CH2:27]1. Given the reactants [CH:1]#[C:2][CH2:3]CC.[CH:6]1([BH:12]C2CCCCC2)CC[CH2:9][CH2:8][CH2:7]1.N1[CH:24]=[CH:23][CH:22]=[CH:21][C:20]=1[CH3:25].[CH2:26]1[CH2:30]O[CH2:28][CH2:27]1, predict the reaction product. (3) Given the reactants [CH:1]1[C:13]2[CH:12]([CH2:14][O:15][C:16]([NH:18][C@H:19]([C:23]([NH:25][C@H:26]([C:28]([NH:30][C:31]3[C:32]4[CH:70]=[CH:69][CH:68]=[CH:67][C:33]=4[C:34]4[C@H:35]([CH2:65][Cl:66])[CH2:36][N:37]([C:40]([C:42]56[CH2:46][C:44]([C:47]([N:49]7[C:60]8[C:52](=[C:53]9[C:57](=[C:58]([OH:61])[CH:59]=8)[NH:56][CH:55]=[C:54]9[CH3:62])[C@H:51]([CH2:63][Cl:64])[CH2:50]7)=[O:48])([CH2:45]5)[CH2:43]6)=[O:41])[C:38]=4[CH:39]=3)=[O:29])[CH3:27])=[O:24])[CH:20]([CH3:22])[CH3:21])=[O:17])[C:11]3[C:6](=[CH:7][CH:8]=[CH:9][CH:10]=3)[C:5]=2[CH:4]=[CH:3][CH:2]=1.C(Cl)(Cl)(Cl)Cl.CCN(C(C)C)C(C)C.[CH2:85]([O:92][P:93]([O-:102])[O:94][CH2:95][C:96]1[CH:101]=[CH:100][CH:99]=[CH:98][CH:97]=1)[C:86]1[CH:91]=[CH:90][CH:89]=[CH:88][CH:87]=1, predict the reaction product. The product is: [CH:10]1[C:11]2[CH:12]([CH2:14][O:15][C:16]([NH:18][C@H:19]([C:23]([NH:25][C@H:26]([C:28]([NH:30][C:31]3[C:32]4[CH:70]=[CH:69][CH:68]=[CH:67][C:33]=4[C:34]4[C@H:35]([CH2:65][Cl:66])[CH2:36][N:37]([C:40]([C:42]56[CH2:46][C:44]([C:47]([N:49]7[C:60]8[C:52](=[C:53]9[C:57](=[C:58]([O:61][P:93]([O:92][CH2:85][C:86]%10[CH:91]=[CH:90][CH:89]=[CH:88][CH:87]=%10)([O:94][CH2:95][C:96]%10[CH:101]=[CH:100][CH:99]=[CH:98][CH:97]=%10)=[O:102])[CH:59]=8)[NH:56][CH:55]=[C:54]9[CH3:62])[C@H:51]([CH2:63][Cl:64])[CH2:50]7)=[O:48])([CH2:43]5)[CH2:45]6)=[O:41])[C:38]=4[CH:39]=3)=[O:29])[CH3:27])=[O:24])[CH:20]([CH3:22])[CH3:21])=[O:17])[C:13]3[C:5](=[CH:4][CH:3]=[CH:2][CH:1]=3)[C:6]=2[CH:7]=[CH:8][CH:9]=1. (4) Given the reactants [F:1][C:2]([F:14])([F:13])[C:3]1[CH:4]=[C:5]([CH:10]=[CH:11][CH:12]=1)[C:6]([NH:8][NH2:9])=[O:7].[O:15]([C:22]1[C:27]([C:28](Cl)=[O:29])=[CH:26][CH:25]=[CH:24][N:23]=1)[C:16]1[CH:21]=[CH:20][CH:19]=[CH:18][CH:17]=1, predict the reaction product. The product is: [O:15]([C:22]1[C:27]([C:28]([NH:9][NH:8][C:6](=[O:7])[C:5]2[CH:10]=[CH:11][CH:12]=[C:3]([C:2]([F:13])([F:14])[F:1])[CH:4]=2)=[O:29])=[CH:26][CH:25]=[CH:24][N:23]=1)[C:16]1[CH:21]=[CH:20][CH:19]=[CH:18][CH:17]=1. (5) Given the reactants [CH3:1][N:2]([CH3:7])[C@@H:3]([CH3:6])[CH2:4][OH:5].[Cl:8][C:9]1[CH:10]=[C:11]([NH:22][C:23]2[C:32]3[C:27](=[CH:28][CH:29]=[CH:30][C:31]=3F)[N:26]=[CH:25][N:24]=2)[CH:12]=[CH:13][C:14]=1[S:15][C:16]1[N:17]([CH3:21])[CH:18]=[CH:19][N:20]=1, predict the reaction product. The product is: [Cl:8][C:9]1[CH:10]=[C:11]([NH:22][C:23]2[C:32]3[C:27](=[CH:28][CH:29]=[CH:30][C:31]=3[O:5][CH2:4][C@@H:3]([N:2]([CH3:7])[CH3:1])[CH3:6])[N:26]=[CH:25][N:24]=2)[CH:12]=[CH:13][C:14]=1[S:15][C:16]1[N:17]([CH3:21])[CH:18]=[CH:19][N:20]=1. (6) Given the reactants CC1C=C(C)C=C(C)C=1S(O[C:14]1[C:19]([CH2:20][C:21]2[CH:26]=[CH:25][C:24]([O:27][CH2:28][CH2:29][O:30][CH2:31][CH2:32][C:33]([P:36]([O:41][CH2:42][CH3:43])([O:38][CH2:39][CH3:40])=[O:37])([F:35])[F:34])=[CH:23][C:22]=2[O:44][CH3:45])=[C:18]([CH3:46])[N:17]=[C:16]([NH2:47])[N:15]=1)(=O)=O.C(O)(C(F)(F)F)=O.[CH2:55]([NH2:60])[CH2:56][CH2:57][CH2:58][CH3:59], predict the reaction product. The product is: [NH2:47][C:16]1[N:17]=[C:18]([CH3:46])[C:19]([CH2:20][C:21]2[CH:26]=[CH:25][C:24]([O:27][CH2:28][CH2:29][O:30][CH2:31][CH2:32][C:33]([P:36](=[O:37])([O:38][CH2:39][CH3:40])[O:41][CH2:42][CH3:43])([F:35])[F:34])=[CH:23][C:22]=2[O:44][CH3:45])=[C:14]([NH:60][CH2:55][CH2:56][CH2:57][CH2:58][CH3:59])[N:15]=1. (7) Given the reactants [O:1]=[C:2]1[CH2:7][NH:6][CH2:5][CH2:4][N:3]1[CH:8]1[CH2:17][CH2:16][C:15]2[CH:14]=[C:13]([C:18]#[N:19])[CH:12]=[CH:11][C:10]=2[CH2:9]1.[CH3:20][C:21]1[C:29]2[CH2:28][O:27][C:26](=[O:30])[C:25]=2[CH:24]=[CH:23][C:22]=1[C@@H:31]1[CH2:33][O:32]1, predict the reaction product. The product is: [OH:32][C@H:31]([C:22]1[CH:23]=[CH:24][C:25]2[C:26](=[O:30])[O:27][CH2:28][C:29]=2[C:21]=1[CH3:20])[CH2:33][N:6]1[CH2:5][CH2:4][N:3]([CH:8]2[CH2:17][CH2:16][C:15]3[CH:14]=[C:13]([C:18]#[N:19])[CH:12]=[CH:11][C:10]=3[CH2:9]2)[C:2](=[O:1])[CH2:7]1. (8) Given the reactants [Br:1][C:2]1[CH:10]=[CH:9][C:5]([C:6]([OH:8])=O)=[CH:4][CH:3]=1.S(Cl)(Cl)=O.C(O)(=O)C1C=CC=CC=1.[C:24]1([NH:30][C:31]2[CH:36]=[CH:35][CH:34]=[CH:33][C:32]=2[NH2:37])[CH:29]=[CH:28][CH:27]=[CH:26][CH:25]=1, predict the reaction product. The product is: [Br:1][C:2]1[CH:3]=[CH:4][C:5]([C:6]([NH:37][C:32]2[CH:33]=[CH:34][CH:35]=[CH:36][C:31]=2[NH:30][C:24]2[CH:25]=[CH:26][CH:27]=[CH:28][CH:29]=2)=[O:8])=[CH:9][CH:10]=1. (9) Given the reactants [NH2:1][C:2]1[CH:3]=[C:4]2[C:8](=[CH:9][CH:10]=1)[NH:7][CH:6]=[CH:5]2.[F:11][C:12]([F:23])([F:22])[C:13]1[CH:14]=[C:15]([CH:19]=[CH:20][CH:21]=1)[C:16](O)=[O:17].C(O)(=O)C1C=CC=CC=1, predict the reaction product. The product is: [F:11][C:12]([F:22])([F:23])[C:13]1[CH:14]=[C:15]([CH:19]=[CH:20][CH:21]=1)[C:16]([NH:1][C:2]1[CH:3]=[C:4]2[C:8](=[CH:9][CH:10]=1)[NH:7][CH:6]=[CH:5]2)=[O:17].